From a dataset of Full USPTO retrosynthesis dataset with 1.9M reactions from patents (1976-2016). Predict the reactants needed to synthesize the given product. Given the product [CH3:24][C:19]1([CH3:25])[C:20]([CH3:22])([CH3:23])[O:21][B:17]([C:15]2[CH:14]=[N:13][N:12]([CH2:11][CH2:10][CH2:9][OH:8])[CH:16]=2)[O:18]1, predict the reactants needed to synthesize it. The reactants are: C([O:8][CH2:9][CH2:10][CH2:11][N:12]1[CH:16]=[C:15]([B:17]2[O:21][C:20]([CH3:23])([CH3:22])[C:19]([CH3:25])([CH3:24])[O:18]2)[CH:14]=[N:13]1)C1C=CC=CC=1.